From a dataset of Full USPTO retrosynthesis dataset with 1.9M reactions from patents (1976-2016). Predict the reactants needed to synthesize the given product. (1) Given the product [Br:6][C:7]1[CH:8]=[C:9]2[C:14](=[C:15]([Cl:20])[C:16]=1[O:17][CH2:18][CH3:19])[O:13][C:12]([CH3:22])([CH3:21])[CH:11]=[C:10]2[CH:1]([CH3:3])[CH3:2], predict the reactants needed to synthesize it. The reactants are: [CH:1]([Mg]Cl)([CH3:3])[CH3:2].[Br:6][C:7]1[CH:8]=[C:9]2[C:14](=[C:15]([Cl:20])[C:16]=1[O:17][CH2:18][CH3:19])[O:13][C:12]([CH3:22])([CH3:21])[CH2:11][C:10]2=O.CN1CCCN(C)C1=O. (2) Given the product [ClH:19].[F:1][C:2]1[CH:3]=[C:4]([CH:7]=[CH:8][C:9]=1[C:10]([F:13])([F:12])[F:11])[CH:5]=[N:18][NH:17][C:14]([NH2:16])=[NH:15], predict the reactants needed to synthesize it. The reactants are: [F:1][C:2]1[CH:3]=[C:4]([CH:7]=[CH:8][C:9]=1[C:10]([F:13])([F:12])[F:11])[CH:5]=O.[C:14]([NH:17][NH2:18])([NH2:16])=[NH:15].[ClH:19]. (3) Given the product [C:1]([O:5][C:6]([N:8]1[CH2:15][C@H:14]2[C@H:10]([C:11]([C:16]3[CH:21]=[CH:20][C:19]([O:24][CH3:23])=[CH:18][CH:17]=3)=[N:12][O:13]2)[CH2:9]1)=[O:7])([CH3:4])([CH3:3])[CH3:2], predict the reactants needed to synthesize it. The reactants are: [C:1]([O:5][C:6]([N:8]1[CH2:15][C@H:14]2[C@H:10]([C:11]([C:16]3[CH:21]=[CH:20][C:19](Cl)=[CH:18][CH:17]=3)=[N:12][O:13]2)[CH2:9]1)=[O:7])([CH3:4])([CH3:3])[CH3:2].[CH3:23][O:24]C1C=CC(C(Cl)=NO)=CC=1. (4) Given the product [C:20]([O:19][C:18](=[O:24])[NH:17][CH2:16][CH:15]([C:25]1[CH:30]=[CH:29][C:28]([C:48]2[CH:53]=[N:52][C:51]([O:54][CH3:55])=[CH:50][C:49]=2[CH2:56][CH2:57][CH2:58][O:59][CH3:60])=[CH:27][C:26]=1[CH3:40])[CH2:14][C:11]1[CH:12]=[CH:13][C:8]([O:7][CH2:6][CH2:5][O:4][C:3]2[C:2]([Cl:1])=[CH:44][C:43]([CH3:45])=[CH:42][C:41]=2[Cl:46])=[CH:9][CH:10]=1)([CH3:22])([CH3:21])[CH3:23], predict the reactants needed to synthesize it. The reactants are: [Cl:1][C:2]1[CH:44]=[C:43]([CH3:45])[CH:42]=[C:41]([Cl:46])[C:3]=1[O:4][CH2:5][CH2:6][O:7][C:8]1[CH:13]=[CH:12][C:11]([CH2:14][CH:15]([C:25]2[CH:30]=[CH:29][C:28](B3OC(C)(C)C(C)(C)O3)=[CH:27][C:26]=2[CH3:40])[CH2:16][NH:17][C:18](=[O:24])[O:19][C:20]([CH3:23])([CH3:22])[CH3:21])=[CH:10][CH:9]=1.Br[C:48]1[C:49]([CH2:56][CH2:57][CH2:58][O:59][CH3:60])=[CH:50][C:51]([O:54][CH3:55])=[N:52][CH:53]=1. (5) Given the product [Br:1][C:2]1[CH:3]=[N:4][C:5]2[N:6]([N:8]=[C:9]([C:11]([N:22]3[CH2:21][CH2:20][C:19]4[C:24](=[C:15]([F:14])[CH:16]=[CH:17][CH:18]=4)[CH:23]3[C:25]([F:26])([F:28])[F:27])=[O:13])[CH:10]=2)[CH:7]=1, predict the reactants needed to synthesize it. The reactants are: [Br:1][C:2]1[CH:3]=[N:4][C:5]2[N:6]([N:8]=[C:9]([C:11]([OH:13])=O)[CH:10]=2)[CH:7]=1.[F:14][C:15]1[CH:16]=[CH:17][CH:18]=[C:19]2[C:24]=1[CH:23]([C:25]([F:28])([F:27])[F:26])[NH:22][CH2:21][CH2:20]2.